Dataset: Catalyst prediction with 721,799 reactions and 888 catalyst types from USPTO. Task: Predict which catalyst facilitates the given reaction. (1) The catalyst class is: 5. Product: [CH:1]([C:3]1[S:7][C:6]([CH2:8][OH:9])=[CH:5][CH:4]=1)=[CH2:2]. Reactant: [CH:1]([C:3]1[S:7][C:6]([CH:8]=[O:9])=[CH:5][CH:4]=1)=[CH2:2].[BH4-].[Na+]. (2) Reactant: [Br:1][C:2]1[CH:7]=[CH:6][NH:5][C:4](=[O:8])[CH:3]=1.[O:9]1[CH2:13][CH2:12][C@@H:11](OS(C2C=CC(C)=CC=2)(=O)=O)[CH2:10]1.C(=O)([O-])[O-].[K+].[K+].CS(C)=O. Product: [Br:1][C:2]1[CH:7]=[CH:6][N:5]([C@H:11]2[CH2:12][CH2:13][O:9][CH2:10]2)[C:4](=[O:8])[CH:3]=1. The catalyst class is: 6. (3) Reactant: [F:1][C:2]([F:32])([F:31])[O:3][C:4]1[CH:9]=[CH:8][C:7]([N:10]2[CH:14]=[N:13][C:12]([C:15]3[CH:30]=[CH:29][C:18]([CH2:19][CH2:20][NH:21]C(=O)OC(C)(C)C)=[CH:17][CH:16]=3)=[N:11]2)=[CH:6][CH:5]=1.[F:33][C:34]([F:39])([F:38])[C:35]([OH:37])=[O:36].O.C(=O)(O)[O-].[Na+]. Product: [F:33][C:34]([F:39])([F:38])[C:35]([O-:37])=[O:36].[F:32][C:2]([F:1])([F:31])[O:3][C:4]1[CH:5]=[CH:6][C:7]([N:10]2[CH:14]=[N:13][C:12]([C:15]3[CH:30]=[CH:29][C:18]([CH2:19][CH2:20][NH3+:21])=[CH:17][CH:16]=3)=[N:11]2)=[CH:8][CH:9]=1. The catalyst class is: 4. (4) Reactant: C(NC1CCCCC1)(C)C.C([Li])CCC.[CH2:16]([O:18][C:19](=[O:31])[CH2:20][C:21]1[CH:26]=[C:25]([O:27][CH3:28])[CH:24]=[CH:23][C:22]=1[O:29][CH3:30])[CH3:17].[Cl:32][C:33]1[N:38]=[C:37]([Cl:39])[C:36]([CH2:40]I)=[CH:35][N:34]=1. Product: [CH2:16]([O:18][C:19](=[O:31])[CH:20]([C:21]1[CH:26]=[C:25]([O:27][CH3:28])[CH:24]=[CH:23][C:22]=1[O:29][CH3:30])[CH2:40][C:36]1[C:37]([Cl:39])=[N:38][C:33]([Cl:32])=[N:34][CH:35]=1)[CH3:17]. The catalyst class is: 54.